Dataset: Forward reaction prediction with 1.9M reactions from USPTO patents (1976-2016). Task: Predict the product of the given reaction. (1) Given the reactants [F:1][C:2]1[CH:14]=[CH:13][C:5]([C:6]([CH2:8][C:9]([O:11][CH3:12])=[O:10])=O)=[CH:4][CH:3]=1.C1(C)C=CC([S:21]([N:24]=[N+:25]=[N-])(=O)=O)=CC=1.C(N(CC)CC)C.COC1C=CC(P2(SP(C3C=CC(OC)=CC=3)(=S)S2)=S)=CC=1, predict the reaction product. The product is: [F:1][C:2]1[CH:14]=[CH:13][C:5]([C:6]2[S:21][N:24]=[N:25][C:8]=2[C:9]([O:11][CH3:12])=[O:10])=[CH:4][CH:3]=1. (2) Given the reactants [Br:1][C:2]1[C:11]2[C:6](=[C:7]([Cl:12])[CH:8]=[CH:9][CH:10]=2)[CH:5]=[CH:4][C:3]=1[CH:13]=O.[OH-].[K+].O.NN.O, predict the reaction product. The product is: [Br:1][C:2]1[C:11]2[C:6](=[C:7]([Cl:12])[CH:8]=[CH:9][CH:10]=2)[CH:5]=[CH:4][C:3]=1[CH3:13]. (3) Given the reactants [CH2:1]([NH:3][C:4]1[CH:5]=[N:6][O:7][C:8]=1[CH3:9])[CH3:2].C(N(CC)CC)C.[CH3:17][CH2:18][CH2:19][C:20](Cl)=[O:21], predict the reaction product. The product is: [C:20]([N:3]([C:4]1[CH:5]=[N:6][O:7][C:8]=1[CH3:9])[CH2:1][CH3:2])(=[O:21])[CH2:19][CH2:18][CH3:17]. (4) The product is: [CH3:14][N:15]1[CH2:20][CH2:19][N:18]([CH2:10][CH2:9][O:8][C:7]2[CH:12]=[CH:13][C:4]([N+:1]([O-:3])=[O:2])=[CH:5][CH:6]=2)[CH2:17][CH2:16]1. Given the reactants [N+:1]([C:4]1[CH:13]=[CH:12][C:7]([O:8][CH2:9][CH2:10]O)=[CH:6][CH:5]=1)([O-:3])=[O:2].[CH3:14][N:15]1[CH2:20][CH2:19][NH:18][CH2:17][CH2:16]1.C(N1CC(N2CCC(C(OCC)=O)CC2)C1)(C1C=CC=CC=1)C1C=CC=CC=1, predict the reaction product.